From a dataset of Forward reaction prediction with 1.9M reactions from USPTO patents (1976-2016). Predict the product of the given reaction. (1) Given the reactants [Cl:1][C:2]1[CH:10]=[C:9]2[C:5]([C:6]([C:20](=[O:25])C(F)(F)F)=[CH:7][N:8]2[CH2:11][C:12]2[CH:17]=[C:16]([F:18])[CH:15]=[C:14]([F:19])[CH:13]=2)=[CH:4][CH:3]=1.[H-].[Na+].[OH2:28], predict the reaction product. The product is: [Cl:1][C:2]1[CH:10]=[C:9]2[C:5]([C:6]([C:20]([OH:25])=[O:28])=[CH:7][N:8]2[CH2:11][C:12]2[CH:17]=[C:16]([F:18])[CH:15]=[C:14]([F:19])[CH:13]=2)=[CH:4][CH:3]=1. (2) Given the reactants C(O)(C(F)(F)F)=O.[NH2:8][C:9](=[O:50])[CH:10]([C:12]1[CH:49]=[CH:48][CH:47]=[CH:46][C:13]=1[CH2:14][CH2:15][C:16]1[C:21]([C:22]([F:25])([F:24])[F:23])=[CH:20][N:19]=[C:18]([NH:26][C:27]2[CH:28]=[CH:29][C:30]([CH:33]3[CH2:38][CH2:37][N:36](C(OC(C)(C)C)=O)[CH2:35][CH2:34]3)=[N:31][CH:32]=2)[N:17]=1)[CH3:11], predict the reaction product. The product is: [NH:36]1[CH2:37][CH2:38][CH:33]([C:30]2[N:31]=[CH:32][C:27]([NH:26][C:18]3[N:17]=[C:16]([CH2:15][CH2:14][C:13]4[CH:46]=[CH:47][CH:48]=[CH:49][C:12]=4[CH:10]([CH3:11])[C:9]([NH2:8])=[O:50])[C:21]([C:22]([F:24])([F:23])[F:25])=[CH:20][N:19]=3)=[CH:28][CH:29]=2)[CH2:34][CH2:35]1. (3) Given the reactants [C:1]([O:4][CH:5]([C:23](=[O:32])[CH2:24][O:25][CH2:26][CH2:27][O:28][CH2:29][CH2:30][NH2:31])[CH:6]([O:19][C:20](=[O:22])[CH3:21])[CH:7]([O:15][C:16](=[O:18])[CH3:17])[CH:8]([O:11][C:12](=[O:14])[CH3:13])[CH2:9][OH:10])(=[O:3])[CH3:2].[C:33]([CH2:36][O:37][CH2:38][CH2:39][O:40][CH2:41][CH2:42][O:43][CH2:44][C:45](O)=[O:46])([OH:35])=[O:34].C(N=C=NC(C)C)(C)C.OC1C2N=NNC=2C=CC=1, predict the reaction product. The product is: [C:1]([O:4][CH:5]([CH:6]([O:19][C:20](=[O:22])[CH3:21])[CH:7]([O:15][C:16](=[O:18])[CH3:17])[CH:8]([O:11][C:12](=[O:14])[CH3:13])[CH2:9][OH:10])[C:23](=[O:32])[CH2:24][O:25][CH2:26][CH2:27][O:28][CH2:29][CH2:30][NH:31][C:45]([CH2:44][O:43][CH2:42][CH2:41][O:40][CH2:39][CH2:38][O:37][CH2:36][C:33]([OH:35])=[O:34])=[O:46])(=[O:3])[CH3:2]. (4) Given the reactants [CH2:1]([O:3][C:4](=[O:16])[CH2:5][C:6]1([C:9]2[CH:14]=[CH:13][C:12](Br)=[CH:11][CH:10]=2)[CH2:8][CH2:7]1)[CH3:2].[B:17]1([B:17]2[O:21][C:20]([CH3:23])([CH3:22])[C:19]([CH3:25])([CH3:24])[O:18]2)[O:21][C:20]([CH3:23])([CH3:22])[C:19]([CH3:25])([CH3:24])[O:18]1, predict the reaction product. The product is: [CH2:1]([O:3][C:4](=[O:16])[CH2:5][C:6]1([C:9]2[CH:14]=[CH:13][C:12]([B:17]3[O:21][C:20]([CH3:23])([CH3:22])[C:19]([CH3:25])([CH3:24])[O:18]3)=[CH:11][CH:10]=2)[CH2:8][CH2:7]1)[CH3:2]. (5) Given the reactants C[C:2]1[C:7]([C:8]#[C:9]CO)=[CH:6][N:5]=[C:4]([F:12])[C:3]=1C.[OH-].[Na+], predict the reaction product. The product is: [F:12][C:4]1[N:5]=[CH:6][C:7]([C:8]#[CH:9])=[CH:2][CH:3]=1. (6) Given the reactants [N-:1]=[N+:2]=[N-:3].[Na+].Br[CH2:6][C:7]1[CH:22]=[CH:21][C:10]([CH2:11][C:12]2[CH:17]=[CH:16][C:15]([N+:18]([O-:20])=[O:19])=[CH:14][CH:13]=2)=[CH:9][CH:8]=1.O, predict the reaction product. The product is: [N:1]([CH2:6][C:7]1[CH:8]=[CH:9][C:10]([CH2:11][C:12]2[CH:17]=[CH:16][C:15]([N+:18]([O-:20])=[O:19])=[CH:14][CH:13]=2)=[CH:21][CH:22]=1)=[N+:2]=[N-:3]. (7) Given the reactants [Cl:1][C:2]1[CH:7]=[CH:6][C:5]([C:8]2[CH:9]=[C:10]3[C:15](=[N:16][C:17]=2[C:18]2[CH:23]=[CH:22][C:21]([Cl:24])=[CH:20][C:19]=2[Cl:25])[N:14](C)[C:13](=O)[C:12]([CH:28]([OH:30])[CH3:29])=[C:11]3[NH:31]C(=O)C)=[CH:4][CH:3]=1.[CH3:35]S(Cl)(=O)=O.C(N(CC)CC)C.[CH3:47][OH:48], predict the reaction product. The product is: [NH2:31][C:11]1[C:10]2[C:15](=[N:16][C:17]([C:18]3[CH:23]=[CH:22][C:21]([Cl:24])=[CH:20][C:19]=3[Cl:25])=[C:8]([C:5]3[CH:4]=[CH:3][C:2]([Cl:1])=[CH:7][CH:6]=3)[CH:9]=2)[N:14]([CH3:13])[C:47](=[O:48])[C:12]=1[CH:28]([O:30][CH3:35])[CH3:29].